Dataset: Catalyst prediction with 721,799 reactions and 888 catalyst types from USPTO. Task: Predict which catalyst facilitates the given reaction. Reactant: CO[C:3]([CH2:5][CH2:6][C@H:7]([NH2:11])[C:8]([OH:10])=[O:9])=[O:4].C(C1CCCC1=O)(=O)C.[CH2:21]([N:23](CC)CC)[CH3:22].C(N)C. Product: [NH2:11][C@H:7]([C:8]([OH:10])=[O:9])[CH2:6][CH2:5][C:3]([NH:23][CH2:21][CH3:22])=[O:4]. The catalyst class is: 5.